Dataset: Full USPTO retrosynthesis dataset with 1.9M reactions from patents (1976-2016). Task: Predict the reactants needed to synthesize the given product. (1) Given the product [I:42][CH2:2][CH2:3][C:4]1[CH:9]=[CH:8][C:7]([NH:10][C:11](=[O:17])[O:12][C:13]([CH3:16])([CH3:15])[CH3:14])=[CH:6][CH:5]=1, predict the reactants needed to synthesize it. The reactants are: O[CH2:2][CH2:3][C:4]1[CH:9]=[CH:8][C:7]([NH:10][C:11](=[O:17])[O:12][C:13]([CH3:16])([CH3:15])[CH3:14])=[CH:6][CH:5]=1.N1C=CN=C1.C1(P(C2C=CC=CC=2)C2C=CC=CC=2)C=CC=CC=1.[I:42]I. (2) Given the product [Cl:25][CH:7]([CH:1]1[CH2:6][CH2:5][CH2:4][CH2:3][CH2:2]1)[C:8]1[CH:9]=[C:10]([C:15]2[CH2:20][CH2:19][S:18][CH2:17][CH:16]=2)[S:11][C:12]=1[CH2:13][CH3:14], predict the reactants needed to synthesize it. The reactants are: [CH:1]1([CH:7](O)[C:8]2[CH:9]=[C:10]([C:15]3(O)[CH2:20][CH2:19][S:18][CH2:17][CH2:16]3)[S:11][C:12]=2[CH2:13][CH3:14])[CH2:6][CH2:5][CH2:4][CH2:3][CH2:2]1.S(Cl)([Cl:25])=O.C(=O)([O-])O.[Na+]. (3) Given the product [C:1]([O:5][C:6]([N:8]1[CH2:9][CH2:10][CH:11]([S:21][C:19](=[O:22])[CH3:20])[CH2:12][CH2:13]1)=[O:7])([CH3:2])([CH3:3])[CH3:4], predict the reactants needed to synthesize it. The reactants are: [C:1]([O:5][C:6]([N:8]1[CH2:13][CH2:12][CH:11](OS(C)(=O)=O)[CH2:10][CH2:9]1)=[O:7])([CH3:4])([CH3:3])[CH3:2].[C:19]([O-:22])(=[S:21])[CH3:20].[K+]. (4) Given the product [CH3:13][O:14][C:2]1[CH:9]=[CH:8][C:7]([N+:10]([O-:12])=[O:11])=[CH:6][C:3]=1[CH:4]=[O:5], predict the reactants needed to synthesize it. The reactants are: Cl[C:2]1[CH:9]=[CH:8][C:7]([N+:10]([O-:12])=[O:11])=[CH:6][C:3]=1[CH:4]=[O:5].[CH3:13][O-:14].[Na+]. (5) Given the product [Cl:15][C:16]1[CH:21]=[CH:20][C:19]([C:9]2([CH:3]([C:1]#[N:2])[C:4]([O:6][CH2:7][CH3:8])=[O:5])[CH2:14][CH2:13][O:12][CH2:11][CH2:10]2)=[CH:18][CH:17]=1, predict the reactants needed to synthesize it. The reactants are: [C:1]([C:3](=[C:9]1[CH2:14][CH2:13][O:12][CH2:11][CH2:10]1)[C:4]([O:6][CH2:7][CH3:8])=[O:5])#[N:2].[Cl:15][C:16]1[CH:21]=[CH:20][C:19]([Mg]Br)=[CH:18][CH:17]=1.